Dataset: Full USPTO retrosynthesis dataset with 1.9M reactions from patents (1976-2016). Task: Predict the reactants needed to synthesize the given product. (1) Given the product [CH2:1]([C:3]1[N:4]([C:28]2[CH:33]=[CH:32][C:31]([C:34]([O:37][CH3:40])([CH3:35])[CH3:36])=[CH:30][CH:29]=2)[C:5](=[O:27])[C:6]([CH2:12][C:13]2[CH:14]=[CH:15][C:16]([C:19]3[C:20]([C:25]#[N:26])=[CH:21][CH:22]=[CH:23][CH:24]=3)=[CH:17][CH:18]=2)=[C:7]([CH2:9][CH2:10][CH3:11])[N:8]=1)[CH3:2], predict the reactants needed to synthesize it. The reactants are: [CH2:1]([C:3]1[N:4]([C:28]2[CH:33]=[CH:32][C:31]([C:34]([OH:37])([CH3:36])[CH3:35])=[CH:30][CH:29]=2)[C:5](=[O:27])[C:6]([CH2:12][C:13]2[CH:18]=[CH:17][C:16]([C:19]3[C:20]([C:25]#[N:26])=[CH:21][CH:22]=[CH:23][CH:24]=3)=[CH:15][CH:14]=2)=[C:7]([CH2:9][CH2:10][CH3:11])[N:8]=1)[CH3:2].[H-].[Na+].[CH3:40]I. (2) Given the product [Cl:19][C:13]1[C:14]2[S:15][C:7]([N:1]3[CH2:6][CH2:5][O:4][CH2:3][CH2:2]3)=[CH:8][C:9]=2[N:10]=[CH:11][N:12]=1, predict the reactants needed to synthesize it. The reactants are: [N:1]1([C:7]2[S:15][C:14]3[C:13](=O)[NH:12][CH:11]=[N:10][C:9]=3[CH:8]=2)[CH2:6][CH2:5][O:4][CH2:3][CH2:2]1.P(Cl)(Cl)([Cl:19])=O.C(N(C(C)C)C(C)C)C.C(=O)([O-])O.[Na+]. (3) Given the product [CH3:1][C:2]1[O:6][C:5]([C:7]2[CH:8]=[CH:9][CH:10]=[CH:11][CH:12]=2)=[N:4][C:3]=1[CH2:13][O:14][C:15]1[CH:16]=[CH:17][C:18]([CH2:21][C:22]([O:24][CH:26]([C:33](=[O:40])[C:34]2[CH:35]=[CH:36][CH:37]=[CH:38][CH:39]=2)[CH2:27][CH2:28][C:29]([O:31][CH3:32])=[O:30])=[O:23])=[CH:19][CH:20]=1, predict the reactants needed to synthesize it. The reactants are: [CH3:1][C:2]1[O:6][C:5]([C:7]2[CH:12]=[CH:11][CH:10]=[CH:9][CH:8]=2)=[N:4][C:3]=1[CH2:13][O:14][C:15]1[CH:20]=[CH:19][C:18]([CH2:21][C:22]([OH:24])=[O:23])=[CH:17][CH:16]=1.O[CH:26]([C:33](=[O:40])[C:34]1[CH:39]=[CH:38][CH:37]=[CH:36][CH:35]=1)[CH2:27][CH2:28][C:29]([O:31][CH3:32])=[O:30].Cl.C(N=C=NCCCN(C)C)C.Cl. (4) Given the product [CH3:6][O:7][C:8]1[CH:9]=[CH:10][C:11]([CH2:12][O:13][C:14]2[C:23](=[O:24])[C:22]3[C:17](=[CH:18][CH:19]=[C:20]([CH2:25][N:1]4[CH2:5][CH2:4][CH2:3][CH2:2]4)[CH:21]=3)[N:16]([CH3:27])[CH:15]=2)=[CH:28][CH:29]=1, predict the reactants needed to synthesize it. The reactants are: [NH:1]1[CH2:5][CH2:4][CH2:3][CH2:2]1.[CH3:6][O:7][C:8]1[CH:29]=[CH:28][C:11]([CH2:12][O:13][C:14]2[C:23](=[O:24])[C:22]3[C:17](=[CH:18][CH:19]=[C:20]([CH:25]=O)[CH:21]=3)[N:16]([CH3:27])[CH:15]=2)=[CH:10][CH:9]=1.C(O[BH-](OC(=O)C)OC(=O)C)(=O)C.[Na+]. (5) Given the product [C:1]([O:5][C:6](=[O:25])[C:7]1[CH:8]=[CH:9][C:10]([CH2:13][NH:14][S:15]([C:18]2[CH:23]=[C:22]([Br:26])[CH:21]=[CH:20][C:19]=2[NH2:24])(=[O:17])=[O:16])=[CH:11][CH:12]=1)([CH3:4])([CH3:2])[CH3:3], predict the reactants needed to synthesize it. The reactants are: [C:1]([O:5][C:6](=[O:25])[C:7]1[CH:12]=[CH:11][C:10]([CH2:13][NH:14][S:15]([C:18]2[CH:23]=[CH:22][CH:21]=[CH:20][C:19]=2[NH2:24])(=[O:17])=[O:16])=[CH:9][CH:8]=1)([CH3:4])([CH3:3])[CH3:2].[Br:26]Br. (6) Given the product [CH3:1][O:2][C:3]1[C:12]([NH:13][C:14]([N:34]2[CH2:33][CH2:32][N:31]([C:26]3[CH:25]=[C:24]([F:23])[CH:29]=[C:28]([F:30])[CH:27]=3)[CH2:36][CH2:35]2)=[S:22])=[N:11][C:10]2[C:5](=[CH:6][CH:7]=[CH:8][CH:9]=2)[N:4]=1, predict the reactants needed to synthesize it. The reactants are: [CH3:1][O:2][C:3]1[C:12]([NH:13][C:14](=[S:22])OC2C=CC=CC=2)=[N:11][C:10]2[C:5](=[CH:6][CH:7]=[CH:8][CH:9]=2)[N:4]=1.[F:23][C:24]1[CH:25]=[C:26]([N:31]2[CH2:36][CH2:35][NH:34][CH2:33][CH2:32]2)[CH:27]=[C:28]([F:30])[CH:29]=1. (7) Given the product [CH3:22][C:21]1[C:16]([N:13]2[CH2:14][CH2:15][N:10]([C:8]([C:5]3[CH:4]=[CH:3][C:2]([N:27]4[CH2:26][CH:25]([CH3:24])[O:29][C:28]4=[O:30])=[N:7][CH:6]=3)=[O:9])[CH2:11][CH2:12]2)=[N:17][CH:18]=[C:19]([CH3:23])[CH:20]=1, predict the reactants needed to synthesize it. The reactants are: Br[C:2]1[N:7]=[CH:6][C:5]([C:8]([N:10]2[CH2:15][CH2:14][N:13]([C:16]3[C:21]([CH3:22])=[CH:20][C:19]([CH3:23])=[CH:18][N:17]=3)[CH2:12][CH2:11]2)=[O:9])=[CH:4][CH:3]=1.[CH3:24][CH:25]1[O:29][C:28](=[O:30])[NH:27][CH2:26]1. (8) Given the product [CH2:12]([NH:19][CH2:10][C:3]1[CH:4]=[C:5]([CH:8]=[CH:9][C:2]=1[Br:1])[C:6]#[N:7])[C:13]1[CH:18]=[CH:17][CH:16]=[CH:15][CH:14]=1, predict the reactants needed to synthesize it. The reactants are: [Br:1][C:2]1[CH:9]=[CH:8][C:5]([C:6]#[N:7])=[CH:4][C:3]=1[CH:10]=O.[CH2:12]([NH2:19])[C:13]1[CH:18]=[CH:17][CH:16]=[CH:15][CH:14]=1.C([BH3-])#N.[Na+].C(O)(=O)C. (9) The reactants are: [Br:1][C:2]1[CH:10]=[CH:9][C:5]([C:6](O)=[O:7])=[C:4]([O:11][CH3:12])[CH:3]=1.C(=O)([O-])[O-].[Na+].[Na+].S(Cl)([Cl:21])=O. Given the product [Br:1][C:2]1[CH:10]=[CH:9][C:5]([C:6]([Cl:21])=[O:7])=[C:4]([O:11][CH3:12])[CH:3]=1, predict the reactants needed to synthesize it.